Dataset: Experimentally validated miRNA-target interactions with 360,000+ pairs, plus equal number of negative samples. Task: Binary Classification. Given a miRNA mature sequence and a target amino acid sequence, predict their likelihood of interaction. (1) The miRNA is mmu-miR-15a-5p with sequence UAGCAGCACAUAAUGGUUUGUG. The protein sequence of the target gene is MADDDVLFEDVYELCEVIGKGPFSVVRRCINRETGQQFAVKIVDVAKFTSSPGLSTEDLKREASICHMLKHPHIVELLETYSSDGMLYMVFEFMDGADLCFEIVKRADAGFVYSEAVASHYMRQILEALRYCHDNNIIHRDVKPHCVLLASKENSAPVKLGGFGVAIQLGESGLVAGGRVGTPHFMAPEVVKREPYGKPVDVWGCGVILFILLSGCLPFYGTKERLFEGIIKGKYKMNPRQWSHISESAKDLVRRMLMLDPAERITVYEALNHPWLKERDRYAYKIHLPETVEQLRKFNA.... Result: 1 (interaction). (2) The miRNA is hsa-miR-548m with sequence CAAAGGUAUUUGUGGUUUUUG. The protein sequence of the target gene is MGFGDLKSPAGLQVLNDYLADKSYIEGYVPSQADVAVFEAVSSPPPADLCHALRWYNHIKSYEKEKASLPGVKKALGKYGPADVEDTTGSGATDSKDDDDIDLFGSDDEEESEEAKRLREERLAQYESKKAKKPALVAKSSILLDVKPWDDETDMAKLEECVRSIQADGLVWGSSKLVPVGYGIKKLQIQCVVEDDKVGTDMLEEQITAFEDYVQSMDVAAFNKI. Result: 1 (interaction). (3) The miRNA is hsa-miR-21-3p with sequence CAACACCAGUCGAUGGGCUGU. The protein sequence of the target gene is MSLLLSFYLLGLLVSSGQALLQVTISLSKVELSVGESKFFTCTAIGEPESIDWYNPQGEKIISTQRVVVQKEGVRSRLTIYNANIEDAGIYRCQATDAKGQTQEATVVLEIYQKLTFREVVSPQEFKQGEDAEVVCRVSSSPAPAVSWLYHNEEVTTISDNRFAMLANNNLQILNINKSDEGIYRCEGRVEARGEIDFRDIIVIVNVPPAISMPQKSFNATAERGEEMTFSCRASGSPEPAISWFRNGKLIEENEKYILKGSNTELTVRNIINSDGGPYVCRATNKAGEDEKQAFLQVFV.... Result: 1 (interaction).